This data is from Full USPTO retrosynthesis dataset with 1.9M reactions from patents (1976-2016). The task is: Predict the reactants needed to synthesize the given product. (1) Given the product [Cl:14][C:15]1[N:16]=[C:17]([CH:4]([C:5]([O:7][CH2:8][CH3:9])=[O:6])[C:3]([O:11][CH2:12][CH3:13])=[O:10])[CH:18]=[N:19][CH:20]=1, predict the reactants needed to synthesize it. The reactants are: [H-].[Na+].[C:3]([O:11][CH2:12][CH3:13])(=[O:10])[CH2:4][C:5]([O:7][CH2:8][CH3:9])=[O:6].[Cl:14][C:15]1[CH:20]=[N:19][CH:18]=[C:17](Cl)[N:16]=1. (2) The reactants are: [CH3:1][C:2]1[C:7]([NH:8][C:9](=[O:15])[O:10][C:11]([CH3:14])([CH3:13])[CH3:12])=[C:6]([CH3:16])[N:5]=[C:4]([O:17][CH2:18][C:19]([N:21]([CH3:28])[CH:22]2[CH2:27][CH2:26][NH:25][CH2:24][CH2:23]2)=[O:20])[N:3]=1.[C:29](Cl)(=[O:31])[CH3:30]. Given the product [C:29]([N:25]1[CH2:24][CH2:23][CH:22]([N:21]([CH3:28])[C:19](=[O:20])[CH2:18][O:17][C:4]2[N:3]=[C:2]([CH3:1])[C:7]([NH:8][C:9](=[O:15])[O:10][C:11]([CH3:14])([CH3:12])[CH3:13])=[C:6]([CH3:16])[N:5]=2)[CH2:27][CH2:26]1)(=[O:31])[CH3:30], predict the reactants needed to synthesize it.